This data is from Forward reaction prediction with 1.9M reactions from USPTO patents (1976-2016). The task is: Predict the product of the given reaction. (1) Given the reactants [F:1][C:2]([F:25])([F:24])[O:3][C:4]1[CH:9]=[CH:8][C:7]([S:10]([CH2:13][C:14]2[CH:19]=[CH:18][C:17]([CH2:20][C:21]([NH2:23])=O)=[CH:16][CH:15]=2)(=[O:12])=[O:11])=[CH:6][CH:5]=1.B.CSC.[ClH:30], predict the reaction product. The product is: [F:25][C:2]([F:1])([F:24])[O:3][C:4]1[CH:5]=[CH:6][C:7]([S:10]([CH2:13][C:14]2[CH:19]=[CH:18][C:17]([CH2:20][CH2:21][NH2:23])=[CH:16][CH:15]=2)(=[O:12])=[O:11])=[CH:8][CH:9]=1.[ClH:30]. (2) Given the reactants Cl[C:2]1[CH:11]=[CH:10][C:9]2[C:4](=[C:5]([NH:12][CH2:13][C:14]3[CH:15]=[N:16][CH:17]=[CH:18][CH:19]=3)[CH:6]=[CH:7][CH:8]=2)[N:3]=1.[N:20]1[CH:25]=[CH:24][CH:23]=[C:22](B(O)O)[CH:21]=1.C([O-])([O-])=O.[K+].[K+], predict the reaction product. The product is: [N:20]1[CH:25]=[CH:24][CH:23]=[C:22]([C:2]2[CH:11]=[CH:10][C:9]3[C:4](=[C:5]([NH:12][CH2:13][C:14]4[CH:15]=[N:16][CH:17]=[CH:18][CH:19]=4)[CH:6]=[CH:7][CH:8]=3)[N:3]=2)[CH:21]=1. (3) Given the reactants S([O-])(O[O-])(=O)=[O:2].[K+].[K+].[F:9][C:10]1[CH:11]=[C:12]([C:20]2[C:21]([C:26]3[CH:31]=[CH:30][CH:29]=[CH:28][CH:27]=3)=[N:22][O:23][C:24]=2[CH3:25])[CH:13]=[C:14]([F:19])[C:15]=1[S:16]([CH3:18])=[O:17].O.O.O.O.O.O.C(O[O-])(=O)C1C(=CC=CC=1)C([O-])=O.[Mg+2], predict the reaction product. The product is: [F:19][C:14]1[CH:13]=[C:12]([C:20]2[C:21]([C:26]3[CH:31]=[CH:30][CH:29]=[CH:28][CH:27]=3)=[N:22][O:23][C:24]=2[CH3:25])[CH:11]=[C:10]([F:9])[C:15]=1[S:16]([CH3:18])(=[O:2])=[O:17]. (4) Given the reactants [N+:1]([C:4]1[CH:5]=[C:6]2[C:10](=[CH:11][CH:12]=1)[N:9]([CH2:13][CH2:14][C:15]1[CH:20]=[CH:19][CH:18]=[CH:17][N:16]=1)[CH2:8][CH2:7]2)([O-])=O.C.O.NN, predict the reaction product. The product is: [N:16]1[CH:17]=[CH:18][CH:19]=[CH:20][C:15]=1[CH2:14][CH2:13][N:9]1[C:10]2[C:6](=[CH:5][C:4]([NH2:1])=[CH:12][CH:11]=2)[CH2:7][CH2:8]1.